This data is from Reaction yield outcomes from USPTO patents with 853,638 reactions. The task is: Predict the reaction yield, written as a fraction of the theoretical maximum amount of product (1.0 means a 100% yield; for example, 0.34 means a 34% yield). (1) The yield is 0.470. The product is [CH3:49][O:48][C:47]1[CH:46]=[CH:45][C:44]2[NH:43][C:42](=[O:50])[C:41]3[S:51][CH:52]=[CH:53][C:40]=3[C:39]=2[C:38]=1[C:2]1[CH:7]=[CH:6][C:5]([C:8]([NH:11][C:12](=[O:18])[O:13][C:14]([CH3:17])([CH3:16])[CH3:15])([CH3:10])[CH3:9])=[CH:4][CH:3]=1. The reactants are Br[C:2]1[CH:7]=[CH:6][C:5]([C:8]([NH:11][C:12](=[O:18])[O:13][C:14]([CH3:17])([CH3:16])[CH3:15])([CH3:10])[CH3:9])=[CH:4][CH:3]=1.B1(B2OC(C)(C)C(C)(C)O2)OC(C)(C)C(C)(C)O1.Br[C:38]1[C:39]2[C:40]3[CH:53]=[CH:52][S:51][C:41]=3[C:42](=[O:50])[NH:43][C:44]=2[CH:45]=[CH:46][C:47]=1[O:48][CH3:49]. No catalyst specified. (2) The reactants are [CH3:1][O:2][C:3]([C:5]1[CH:6]=[C:7]2[C:12](=[CH:13][CH:14]=1)[NH:11][CH:10]([C:15]1[CH:20]=[CH:19][CH:18]=[C:17](Br)[CH:16]=1)[CH2:9][C:8]2([CH3:23])[CH3:22])=[O:4].[CH3:24][N:25]1[CH2:30][CH2:29][NH:28][CH2:27][CH2:26]1.Cl.CN(C)CC(O)=O.C(=O)([O-])[O-].[K+].[K+]. The catalyst is CS(C)=O.[Cu]I. The product is [CH3:1][O:2][C:3]([C:5]1[CH:6]=[C:7]2[C:12](=[CH:13][CH:14]=1)[NH:11][CH:10]([C:15]1[CH:20]=[CH:19][CH:18]=[C:17]([N:28]3[CH2:29][CH2:30][N:25]([CH3:24])[CH2:26][CH2:27]3)[CH:16]=1)[CH2:9][C:8]2([CH3:23])[CH3:22])=[O:4]. The yield is 0.300. (3) The reactants are [CH2:1]([NH:8][C:9]1[CH:16]=[CH:15][C:12]([O:13][CH3:14])=[CH:11][CH:10]=1)[C:2]1[CH:7]=[CH:6][CH:5]=[CH:4][CH:3]=1.[Br-].[Li+].C([O-])(O)=O.[Na+].Cl[CH2:25][C:26](=[O:28])[CH3:27]. The catalyst is C(O)C.O. The product is [CH2:1]([N:8]([CH2:25][C:26](=[O:28])[CH3:27])[C:9]1[CH:10]=[CH:11][C:12]([O:13][CH3:14])=[CH:15][CH:16]=1)[C:2]1[CH:3]=[CH:4][CH:5]=[CH:6][CH:7]=1. The yield is 0.830. (4) The reactants are [I:1][C:2]1[CH:3]=[C:4]([CH:7]=[C:8]([I:12])[C:9]=1[O:10][CH3:11])[CH:5]=O.[ClH:13].CO.C(O[CH:19](OCC)[CH2:20][NH:21][CH2:22][C:23]1[CH:28]=[CH:27][CH:26]=[C:25]([O:29][CH2:30][CH3:31])[C:24]=1[OH:32])C. The catalyst is CCO. The product is [ClH:13].[I:1][C:2]1[CH:3]=[C:4]([CH:7]=[C:8]([I:12])[C:9]=1[O:10][CH3:11])[CH2:5][C:19]1[C:28]2[C:23](=[C:24]([OH:32])[C:25]([O:29][CH2:30][CH3:31])=[CH:26][CH:27]=2)[CH:22]=[N:21][CH:20]=1. The yield is 0.520. (5) The reactants are Cl[CH2:2][C:3]1[N:4]=[C:5]2[S:12][C:11]([O:13][CH3:14])=[C:10]([C:15]([NH:17][CH2:18][CH3:19])=[O:16])[N:6]2[C:7](=[O:9])[CH:8]=1.[F:20][C:21]1[C:26]([C:27]([F:30])([F:29])[F:28])=[CH:25][CH:24]=[CH:23][C:22]=1B(O)O.C1(P(C2CCCCC2)C2CCCCC2)CCCCC1.P([O-])([O-])([O-])=O.[K+].[K+].[K+].C(=O)([O-])O.[Na+]. The catalyst is O1CCOCC1.O.C(O[Pd]OC(=O)C)(=O)C.C(#N)C.O. The product is [CH2:18]([NH:17][C:15]([C:10]1[N:6]2[C:7](=[O:9])[CH:8]=[C:3]([CH2:2][C:22]3[CH:23]=[CH:24][CH:25]=[C:26]([C:27]([F:30])([F:29])[F:28])[C:21]=3[F:20])[N:4]=[C:5]2[S:12][C:11]=1[O:13][CH3:14])=[O:16])[CH3:19]. The yield is 0.0800.